From a dataset of Forward reaction prediction with 1.9M reactions from USPTO patents (1976-2016). Predict the product of the given reaction. (1) Given the reactants Br[C:2]1[CH:3]=[CH:4][C:5]2[N:6]([C:8]([C:11]3[CH:18]=[CH:17][C:14]([C:15]#[N:16])=[CH:13][CH:12]=3)=[CH:9][N:10]=2)[CH:7]=1.[CH3:19][O:20][C:21]1[CH:26]=[C:25](B2OC(C)(C)C(C)(C)O2)[CH:24]=[CH:23][C:22]=1[C:36]([N:38]1[CH2:43][CH2:42][O:41][CH2:40][CH2:39]1)=[O:37].[O-]P([O-])([O-])=O.[K+].[K+].[K+], predict the reaction product. The product is: [CH3:19][O:20][C:21]1[CH:26]=[C:25]([C:2]2[CH:3]=[CH:4][C:5]3[N:6]([C:8]([C:11]4[CH:18]=[CH:17][C:14]([C:15]#[N:16])=[CH:13][CH:12]=4)=[CH:9][N:10]=3)[CH:7]=2)[CH:24]=[CH:23][C:22]=1[C:36]([N:38]1[CH2:43][CH2:42][O:41][CH2:40][CH2:39]1)=[O:37]. (2) Given the reactants [C:1]1([C:7]2[CH:12]=[C:11]([C:13]([O:15][CH3:16])=[O:14])[CH:10]=[C:9](OS(C(F)(F)F)(=O)=O)[N:8]=2)[CH:6]=[CH:5][CH:4]=[CH:3][CH:2]=1.[CH3:25][N:26](C=O)C, predict the reaction product. The product is: [C:25]([C:9]1[CH:10]=[C:11]([C:13]([O:15][CH3:16])=[O:14])[CH:12]=[C:7]([C:1]2[CH:6]=[CH:5][CH:4]=[CH:3][CH:2]=2)[N:8]=1)#[N:26]. (3) Given the reactants [CH2:1]([Mg]Br)[CH3:2].[CH2:5]([O:12][C:13]1[C:20]([F:21])=[CH:19][CH:18]=[CH:17][C:14]=1[C:15]#[N:16])[C:6]1[CH:11]=[CH:10][CH:9]=[CH:8][CH:7]=1.B(F)(F)F.CCOCC, predict the reaction product. The product is: [CH2:5]([O:12][C:13]1[C:20]([F:21])=[CH:19][CH:18]=[CH:17][C:14]=1[C:15]1([NH2:16])[CH2:2][CH2:1]1)[C:6]1[CH:7]=[CH:8][CH:9]=[CH:10][CH:11]=1. (4) Given the reactants [Br:1][C:2]1[CH:3]=[CH:4][C:5]([CH3:12])=[C:6]([CH:11]=1)[C:7](OC)=[O:8].Cl[N:14]1C(=O)CC[C:15]1=O, predict the reaction product. The product is: [Br:1][C:2]1[CH:11]=[C:6]2[C:5]([CH2:12][N:14]([CH3:15])[C:7]2=[O:8])=[CH:4][CH:3]=1. (5) Given the reactants [CH3:1][C:2]1[C:7]2[C:8]([O:10][C:11]3[C:12]([CH3:23])=[C:13]([O:21][CH3:22])[CH:14]=[C:15]([C:18]([OH:20])=[O:19])[C:16]=3[O:17][C:6]=2[C:5]([CH:24]=[O:25])=[C:4]([OH:26])[CH:3]=1)=[O:9].[CH3:27]I.O, predict the reaction product. The product is: [CH3:27][O:19][C:18]([C:15]1[C:16]2[O:17][C:6]3[C:5]([CH:24]=[O:25])=[C:4]([OH:26])[CH:3]=[C:2]([CH3:1])[C:7]=3[C:8](=[O:9])[O:10][C:11]=2[C:12]([CH3:23])=[C:13]([O:21][CH3:22])[CH:14]=1)=[O:20]. (6) Given the reactants [C:1]1(/[CH:11]=[CH:12]\[C:13]2[N:14]=[C:15]([CH:18]3[CH2:23][CH2:22][N:21]([C:24]([O:26][C:27]([CH3:30])([CH3:29])[CH3:28])=[O:25])[CH2:20][CH2:19]3)[S:16][CH:17]=2)[C:10]2[C:5](=[CH:6][CH:7]=[CH:8][CH:9]=2)[CH:4]=[CH:3][CH:2]=1, predict the reaction product. The product is: [C:1]1([CH2:11][CH2:12][C:13]2[N:14]=[C:15]([CH:18]3[CH2:23][CH2:22][N:21]([C:24]([O:26][C:27]([CH3:30])([CH3:29])[CH3:28])=[O:25])[CH2:20][CH2:19]3)[S:16][CH:17]=2)[C:10]2[C:5](=[CH:6][CH:7]=[CH:8][CH:9]=2)[CH:4]=[CH:3][CH:2]=1. (7) Given the reactants Br[C:2]1[C:11]2[C:6](=[CH:7][CH:8]=[CH:9][CH:10]=2)[C:5]([N:12]2[CH2:16][CH2:15][CH2:14][CH2:13]2)=[CH:4][CH:3]=1.[B:17]1([B:17]2[O:21][C:20]([CH3:23])([CH3:22])[C:19]([CH3:25])([CH3:24])[O:18]2)[O:21][C:20]([CH3:23])([CH3:22])[C:19]([CH3:25])([CH3:24])[O:18]1.C([O-])(=O)C.[K+].CN(C)C=O, predict the reaction product. The product is: [CH3:24][C:19]1([CH3:25])[C:20]([CH3:23])([CH3:22])[O:21][B:17]([C:2]2[C:11]3[C:6](=[CH:7][CH:8]=[CH:9][CH:10]=3)[C:5]([N:12]3[CH2:16][CH2:15][CH2:14][CH2:13]3)=[CH:4][CH:3]=2)[O:18]1. (8) Given the reactants [NH2:1][C:2]1[CH:10]=[C:9]([Cl:11])[CH:8]=[CH:7][C:3]=1[C:4](O)=[O:5].C1C=CC2N(O)N=[N:18]C=2C=1.[NH4+].[OH-].O, predict the reaction product. The product is: [NH2:1][C:2]1[CH:10]=[C:9]([Cl:11])[CH:8]=[CH:7][C:3]=1[C:4]([NH2:18])=[O:5]. (9) Given the reactants [Si](OS(C(F)(F)F)(=O)=O)(C)(C)C.[OH:13][C:14]1[CH:15]=[C:16]([CH2:31][C:32]([O:34][CH3:35])=[O:33])[CH:17]=[C:18]([OH:30])[C:19]=1[C@@H:20]1[CH2:25][C:24](=[O:26])[C@H:23]2[CH2:27][C@H:21]1[C:22]2([CH3:29])[CH3:28].C(Cl)Cl.[N+](C)([O-])=O, predict the reaction product. The product is: [CH3:35][O:34][C:32](=[O:33])[CH2:31][C:16]1[CH:15]=[C:14]2[C:19]([C@@H:20]3[CH2:25][C:24](=[O:26])[CH2:23][CH2:27][C@H:21]3[C:22]([CH3:28])([CH3:29])[O:13]2)=[C:18]([OH:30])[CH:17]=1. (10) Given the reactants C(OC([NH:8][C@H:9]1[CH2:15][CH2:14][C@@H:13]([O:16][C:17]([CH:19]2[CH2:24][CH2:23][CH2:22][CH2:21][CH2:20]2)=[O:18])[CH2:12][NH:11][C:10]1=[O:25])=O)(C)(C)C.Cl, predict the reaction product. The product is: [NH2:8][C@H:9]1[CH2:15][CH2:14][C@@H:13]([O:16][C:17]([CH:19]2[CH2:24][CH2:23][CH2:22][CH2:21][CH2:20]2)=[O:18])[CH2:12][NH:11][C:10]1=[O:25].